Task: Predict the product of the given reaction.. Dataset: Forward reaction prediction with 1.9M reactions from USPTO patents (1976-2016) (1) Given the reactants [Cl:1][C:2]1[N:7]=[C:6]([Cl:8])[C:5]([Cl:9])=[C:4]([Cl:10])[C:3]=1[Cl:11].[OH:12][S:13]([C:16]([F:19])([F:18])[F:17])(=[O:15])=[O:14].N#N, predict the reaction product. The product is: [O-:15][S:13]([C:16]([F:19])([F:18])[F:17])(=[O:14])=[O:12].[F:17][N+:7]1[C:2]([Cl:1])=[C:3]([Cl:11])[C:4]([Cl:10])=[C:5]([Cl:9])[C:6]=1[Cl:8]. (2) Given the reactants Cl[C:2]1[N:7]=[C:6]([N:8]2[CH2:13][CH2:12][O:11][CH2:10][C@@H:9]2[CH3:14])[CH:5]=[C:4]([CH2:15][S:16]([C:19]2[CH:24]=[CH:23][CH:22]=[CH:21][CH:20]=2)(=[O:18])=[O:17])[N:3]=1.O.CC1(C)C(C)(C)OB([C:34]2[CH:39]=[CH:38][C:37]([NH:40][C:41](=[O:47])[O:42][C:43]([CH3:46])([CH3:45])[CH3:44])=[CH:36][CH:35]=2)O1.C(=O)([O-])[O-].[Na+].[Na+], predict the reaction product. The product is: [CH3:14][C@H:9]1[CH2:10][O:11][CH2:12][CH2:13][N:8]1[C:6]1[CH:5]=[C:4]([CH2:15][S:16]([C:19]2[CH:24]=[CH:23][CH:22]=[CH:21][CH:20]=2)(=[O:18])=[O:17])[N:3]=[C:2]([C:34]2[CH:35]=[CH:36][C:37]([NH:40][C:41](=[O:47])[O:42][C:43]([CH3:45])([CH3:44])[CH3:46])=[CH:38][CH:39]=2)[N:7]=1. (3) Given the reactants [Cl:1][C:2]1[N:7]=[C:6]([N:8]2C(=O)C3C(=CC=CC=3)C2=O)[CH:5]=[C:4]([CH3:19])[C:3]=1[CH3:20], predict the reaction product. The product is: [Cl:1][C:2]1[N:7]=[C:6]([NH2:8])[CH:5]=[C:4]([CH3:19])[C:3]=1[CH3:20]. (4) Given the reactants [Cl:1][C:2]1[CH:3]=[C:4]([C:9](=[O:15])[CH2:10][CH2:11][C:12]([OH:14])=O)[CH:5]=[CH:6][C:7]=1[Cl:8].[NH:16]1[CH2:21][CH2:20][CH:19]([N:22]2[CH2:31][C:30]3[C:25](=[CH:26][CH:27]=[CH:28][CH:29]=3)[NH:24][C:23]2=[O:32])[CH2:18][CH2:17]1.CN(C(ON1N=NC2C=CC=CC1=2)=[N+](C)C)C.[B-](F)(F)(F)F, predict the reaction product. The product is: [Cl:1][C:2]1[CH:3]=[C:4]([C:9](=[O:15])[CH2:10][CH2:11][C:12]([N:16]2[CH2:17][CH2:18][CH:19]([N:22]3[CH2:31][C:30]4[C:25](=[CH:26][CH:27]=[CH:28][CH:29]=4)[NH:24][C:23]3=[O:32])[CH2:20][CH2:21]2)=[O:14])[CH:5]=[CH:6][C:7]=1[Cl:8]. (5) Given the reactants [F:1][C:2]1[CH:7]=[CH:6][C:5]([N:8]2[C:12](=[O:13])[CH:11]=[C:10]([CH3:14])[NH:9]2)=[CH:4][CH:3]=1.[F:15][C:16]([F:24])([F:23])[C:17](=[O:22])[C:18]([O:20][CH3:21])=[O:19], predict the reaction product. The product is: [CH3:21][O:20][C:18](=[O:19])[C:17]([OH:22])([C:16]([F:24])([F:23])[F:15])[C:11]1[C:12](=[O:13])[N:8]([C:5]2[CH:4]=[CH:3][C:2]([F:1])=[CH:7][CH:6]=2)[NH:9][C:10]=1[CH3:14]. (6) Given the reactants [NH2:1][C:2]1[C:7]([O:8][CH3:9])=[CH:6][C:5]([C:10]2[CH:15]=[CH:14][C:13]([F:16])=[CH:12][CH:11]=2)=[C:4]([C:17]2[CH:22]=[CH:21][C:20]([F:23])=[CH:19][CH:18]=2)[C:3]=1[C:24]([OH:26])=O.[CH:27]([NH2:29])=O, predict the reaction product. The product is: [F:23][C:20]1[CH:19]=[CH:18][C:17]([C:4]2[C:5]([C:10]3[CH:11]=[CH:12][C:13]([F:16])=[CH:14][CH:15]=3)=[CH:6][C:7]([O:8][CH3:9])=[C:2]3[C:3]=2[C:24](=[O:26])[NH:29][CH:27]=[N:1]3)=[CH:22][CH:21]=1.